From a dataset of Forward reaction prediction with 1.9M reactions from USPTO patents (1976-2016). Predict the product of the given reaction. (1) Given the reactants C([O:8][N:9]1[C:14]2[N:15]=[CH:16][N:17]=[CH:18][C:13]=2[C:12]([NH:19][CH2:20][C:21]2[CH:26]=[CH:25][C:24]([O:27]CC3C=CC=CC=3)=[CH:23][CH:22]=2)=[CH:11][C:10]1=[O:35])C1C=CC=CC=1.CO.[H][H], predict the reaction product. The product is: [OH:8][N:9]1[C:14]2[N:15]=[CH:16][N:17]=[CH:18][C:13]=2[C:12]([NH:19][CH2:20][C:21]2[CH:26]=[CH:25][C:24]([OH:27])=[CH:23][CH:22]=2)=[CH:11][C:10]1=[O:35]. (2) Given the reactants [CH3:1][C:2]1[C:7](=[O:8])[C:6]([CH3:9])=[C:5]([CH3:10])[C:4](=[O:11])[C:3]=1[CH2:12][C:13]1[CH:18]=[CH:17][C:16]([CH2:19][CH2:20][C:21]([OH:23])=O)=[CH:15][CH:14]=1.[CH:24]([NH2:27])([CH3:26])[CH3:25].Cl.C(N=C=NCCCN(C)C)C, predict the reaction product. The product is: [CH3:1][C:2]1[C:7](=[O:8])[C:6]([CH3:9])=[C:5]([CH3:10])[C:4](=[O:11])[C:3]=1[CH2:12][C:13]1[CH:14]=[CH:15][C:16]([CH2:19][CH2:20][C:21]([NH:27][CH:24]([CH3:26])[CH3:25])=[O:23])=[CH:17][CH:18]=1.